From a dataset of Catalyst prediction with 721,799 reactions and 888 catalyst types from USPTO. Predict which catalyst facilitates the given reaction. (1) Reactant: [CH3:1][O:2][C:3]1[CH:4]=[C:5]([C@H:13]2[C@H:22]3[C:23]([O:25][CH2:26][C@@H:21]3[C@@H:20]([OH:27])[C:19]3[CH:18]=[C:17]4[O:28][CH2:29][O:30][C:16]4=[CH:15][C:14]2=3)=[O:24])[CH:6]=[C:7]([O:11][CH3:12])[C:8]=1[O:9]C.CSC.CS(O)(=O)=O. Product: [OH:9][C:8]1[C:7]([O:11][CH3:12])=[CH:6][C:5]([CH:13]2[CH:22]3[C:23](=[O:24])[O:25][CH2:26][CH:21]3[CH:20]([OH:27])[C:19]3[C:14]2=[CH:15][C:16]2[O:30][CH2:29][O:28][C:17]=2[CH:18]=3)=[CH:4][C:3]=1[O:2][CH3:1]. The catalyst class is: 55. (2) Reactant: [H-].[Na+].[CH3:3][O:4][C:5]1[CH:6]=[C:7]([CH2:13][C:14]([O:16]C)=O)[CH:8]=[CH:9][C:10]=1[O:11][CH3:12].[Br:18][C:19]1[CH:24]=[CH:23][C:22]([C:25](=[O:27])[CH3:26])=[CH:21][CH:20]=1. Product: [Br:18][C:19]1[CH:24]=[CH:23][C:22]([C:25](=[O:27])[CH2:26][C:14](=[O:16])[CH2:13][C:7]2[CH:8]=[CH:9][C:10]([O:11][CH3:12])=[C:5]([O:4][CH3:3])[CH:6]=2)=[CH:21][CH:20]=1. The catalyst class is: 28. (3) Reactant: [Cl:1][C:2]1[CH:3]=[C:4]([C:10]([F:13])([F:12])[F:11])[CH:5]=[C:6]([Cl:9])[C:7]=1F.[F:14][C:15]1[CH:23]=[C:22]2[C:18]([CH:19]=[CH:20][NH:21]2)=[CH:17][CH:16]=1.C(=O)([O-])[O-].[K+].[K+]. Product: [Cl:1][C:2]1[CH:3]=[C:4]([C:10]([F:13])([F:12])[F:11])[CH:5]=[C:6]([Cl:9])[C:7]=1[N:21]1[C:22]2[C:18](=[CH:17][CH:16]=[C:15]([F:14])[CH:23]=2)[CH:19]=[CH:20]1. The catalyst class is: 35. (4) Reactant: [C:1]([CH:4]([C:12](=[O:22])[CH2:13][C:14]1[CH:19]=[CH:18][C:17]([CH2:20][CH3:21])=[CH:16][CH:15]=1)C(OC(C)(C)C)=O)(=[O:3])[CH3:2]. Product: [CH2:20]([C:17]1[CH:18]=[CH:19][C:14]([CH2:13][C:12](=[O:22])[CH:4]=[C:1]([OH:3])[CH3:2])=[CH:15][CH:16]=1)[CH3:21]. The catalyst class is: 55. (5) Reactant: [NH:1]1[CH:5]=[C:4]([C:6]([O:8][CH2:9][CH3:10])=[O:7])[N:3]=[CH:2]1.C([O-])([O-])=O.[Cs+].[Cs+].Br[CH2:18][C:19]1[CH:24]=[CH:23][CH:22]=[C:21]([F:25])[CH:20]=1.CCOC(C)=O. The catalyst class is: 9. Product: [F:25][C:21]1[CH:20]=[C:19]([CH:24]=[CH:23][CH:22]=1)[CH2:18][N:1]1[CH:5]=[C:4]([C:6]([O:8][CH2:9][CH3:10])=[O:7])[N:3]=[CH:2]1. (6) Reactant: [CH3:1][O:2][C:3]1[CH:4]=[CH:5][N:6]=[C:7]([CH2:11][S+:12]([O-:26])[C:13]2[NH:14][C:15]3[CH:16]=[CH:17][C:18]([O:22][CH:23]([F:25])[F:24])=[CH:19][C:20]=3[N:21]=2)[C:8]=1[O:9][CH3:10].[OH-].[Na+:28]. Product: [CH3:1][O:2][C:3]1[CH:4]=[CH:5][N:6]=[C:7]([CH2:11][S+:12]([O-:26])[C:13]2[N-:14][C:15]3[CH:16]=[CH:17][C:18]([O:22][CH:23]([F:24])[F:25])=[CH:19][C:20]=3[N:21]=2)[C:8]=1[O:9][CH3:10].[Na+:28]. The catalyst class is: 11. (7) Reactant: [C:1]([NH:5][C:6]1[CH:14]=[CH:13][C:9]([C:10]([O-:12])=[O:11])=[C:8](CC)[C:7]=1[NH2:17])(=O)[CH2:2][CH3:3].C(=O)([O-])[O-].[K+].[K+].[F:24][C:25]1[CH:40]=[CH:39][C:28]([CH2:29][O:30][C:31]2[CH:38]=[CH:37][C:34]([CH2:35]Br)=[CH:33][CH:32]=2)=[CH:27][CH:26]=1.[C:41](OCC)(=O)[CH3:42]. Product: [CH2:41]([O:12][C:10]([C:9]1[CH:13]=[CH:14][C:6]2[N:5]=[C:1]([CH2:2][CH3:3])[N:17]([CH2:35][C:34]3[CH:37]=[CH:38][C:31]([O:30][CH2:29][C:28]4[CH:39]=[CH:40][C:25]([F:24])=[CH:26][CH:27]=4)=[CH:32][CH:33]=3)[C:7]=2[CH:8]=1)=[O:11])[CH3:42]. The catalyst class is: 6. (8) Reactant: [Cl:1][C:2]1[CH:3]=[CH:4][C:5]([CH3:11])=[C:6](B(O)O)[CH:7]=1.C(=O)([O-])[O-].[Cs+].[Cs+].[C:18]1([CH3:27])[C:19]([C:24](Cl)=[O:25])=[CH:20][CH:21]=[CH:22][CH:23]=1. Product: [Cl:1][C:2]1[CH:3]=[CH:4][C:5]([CH3:11])=[C:6]([C:24]([C:19]2[CH:20]=[CH:21][CH:22]=[CH:23][C:18]=2[CH3:27])=[O:25])[CH:7]=1. The catalyst class is: 11. (9) Reactant: C1CCN2C(=NCCC2)CC1.[C:12]([O:16][C:17]([N:19]1[CH2:23][CH2:22][CH2:21][C@H:20]1[CH2:24][NH:25][C:26]1[CH:31]=[CH:30][C:29]([C:32](=[NH:35])[NH:33][OH:34])=[CH:28][C:27]=1[O:36][C:37]1[CH:42]=[CH:41][C:40]([O:43][CH3:44])=[CH:39][CH:38]=1)=[O:18])([CH3:15])([CH3:14])[CH3:13].[C:45](N1C=CN=C1)(N1C=CN=C1)=[O:46]. Product: [C:12]([O:16][C:17]([N:19]1[CH2:23][CH2:22][CH2:21][C@H:20]1[CH2:24][NH:25][C:26]1[CH:31]=[CH:30][C:29]([C:32]2[NH:35][C:45](=[O:46])[O:34][N:33]=2)=[CH:28][C:27]=1[O:36][C:37]1[CH:42]=[CH:41][C:40]([O:43][CH3:44])=[CH:39][CH:38]=1)=[O:18])([CH3:15])([CH3:14])[CH3:13]. The catalyst class is: 23.